This data is from Catalyst prediction with 721,799 reactions and 888 catalyst types from USPTO. The task is: Predict which catalyst facilitates the given reaction. (1) Reactant: [OH-].[Li+].C[O:4][C:5](=[O:30])[CH2:6][C:7]1[CH:16]=[C:15]([O:17][C:18]2[CH:23]=[CH:22][C:21]([S:24]([CH2:27][CH3:28])(=[O:26])=[O:25])=[CH:20][CH:19]=2)[C:14]2[C:9](=[CH:10][CH:11]=[C:12]([F:29])[CH:13]=2)[CH:8]=1.Cl. Product: [CH2:27]([S:24]([C:21]1[CH:22]=[CH:23][C:18]([O:17][C:15]2[C:14]3[C:9](=[CH:10][CH:11]=[C:12]([F:29])[CH:13]=3)[CH:8]=[C:7]([CH2:6][C:5]([OH:30])=[O:4])[CH:16]=2)=[CH:19][CH:20]=1)(=[O:25])=[O:26])[CH3:28]. The catalyst class is: 7. (2) Reactant: [Cl-].O[NH3+:3].[C:4](=[O:7])([O-])[OH:5].[Na+].[OH:9][C:10]([CH3:48])([CH3:47])[CH2:11][O:12][C@H:13]1[CH2:18][CH2:17][C@H:16]([N:19]2[C:24](=[O:25])[C:23]([CH2:26][C:27]3[CH:32]=[CH:31][C:30]([C:33]4[C:34]([C:39]#[N:40])=[CH:35][CH:36]=[CH:37][CH:38]=4)=[CH:29][CH:28]=3)=[C:22]([CH2:41][CH2:42][CH3:43])[N:21]3[N:44]=[N:45][CH:46]=[C:20]23)[CH2:15][CH2:14]1. Product: [OH:9][C:10]([CH3:47])([CH3:48])[CH2:11][O:12][C@H:13]1[CH2:18][CH2:17][C@H:16]([N:19]2[C:24](=[O:25])[C:23]([CH2:26][C:27]3[CH:32]=[CH:31][C:30]([C:33]4[CH:38]=[CH:37][CH:36]=[CH:35][C:34]=4[C:39]4[NH:3][C:4](=[O:7])[O:5][N:40]=4)=[CH:29][CH:28]=3)=[C:22]([CH2:41][CH2:42][CH3:43])[N:21]3[N:44]=[N:45][CH:46]=[C:20]23)[CH2:15][CH2:14]1. The catalyst class is: 148. (3) Reactant: [Cl:1][C:2]1[CH:3]=[C:4]([CH:8](O)[CH:9]([CH2:13][C:14]2[CH:19]=[CH:18][CH:17]=[C:16]([O:20][C:21]([F:26])([F:25])[CH:22]([F:24])[F:23])[CH:15]=2)C(O)=O)[CH:5]=[CH:6][CH:7]=1.C1(P(N=[N+]=[N-])(C2C=CC=CC=2)=[O:35])C=CC=CC=1.C([N:47]([CH2:50]C)CC)C.[OH2:52]. Product: [Cl:1][C:2]1[CH:3]=[C:4]([CH:8]2[O:52][C:50](=[O:35])[NH:47][CH:9]2[CH2:13][C:14]2[CH:19]=[CH:18][CH:17]=[C:16]([O:20][C:21]([F:25])([F:26])[CH:22]([F:23])[F:24])[CH:15]=2)[CH:5]=[CH:6][CH:7]=1. The catalyst class is: 7. (4) Reactant: [CH:1]([C:3]1[C:4]([CH3:14])=[CH:5][C:6]([CH3:13])=[C:7]([CH:12]=1)[C:8]([O:10][CH3:11])=[O:9])=O.Br[CH:16]1[C:22](=O)[CH2:21][CH2:20][N:19]([C:24]([O:26][C:27]([CH3:30])([CH3:29])[CH3:28])=[O:25])[CH2:18][CH2:17]1.[OH-].[NH4+:32].C([O-])(=O)C.[NH4+:37]. Product: [CH3:11][O:10][C:8]([C:7]1[C:6]([CH3:13])=[CH:5][C:4]([CH3:14])=[C:3]([C:1]2[NH:37][C:16]3[CH2:17][CH2:18][N:19]([C:24]([O:26][C:27]([CH3:30])([CH3:29])[CH3:28])=[O:25])[CH2:20][CH2:21][C:22]=3[N:32]=2)[CH:12]=1)=[O:9]. The catalyst class is: 42. (5) Reactant: [Br:1][C:2]1[CH:3]=[C:4]([NH:8][C:9](=[O:20])[C:10]2[CH:15]=[CH:14][C:13](Cl)=[C:12]([N+:17]([O-:19])=[O:18])[CH:11]=2)[CH:5]=[CH:6][CH:7]=1.[OH:21][C:22]1[CH:23]=[C:24]([SH:28])[CH:25]=[CH:26][CH:27]=1.C(=O)([O-])[O-].[Cs+].[Cs+].Cl. The catalyst class is: 9. Product: [Br:1][C:2]1[CH:3]=[C:4]([NH:8][C:9](=[O:20])[C:10]2[CH:15]=[CH:14][C:13]([S:28][C:24]3[CH:25]=[CH:26][CH:27]=[C:22]([OH:21])[CH:23]=3)=[C:12]([N+:17]([O-:19])=[O:18])[CH:11]=2)[CH:5]=[CH:6][CH:7]=1. (6) Reactant: C(NC(C)C)(C)C.C([Li])CCC.CCCCCC.C([N-]C(C)C)(C)C.[Li+].[C:27]([O:33][C:34]([CH3:37])([CH3:36])[CH3:35])(=[O:32])[C:28]([O:30]C)=O.[CH2:38]([O:45][CH2:46][C:47]([O:49][CH3:50])=[O:48])[C:39]1[CH:44]=[CH:43][CH:42]=[CH:41][CH:40]=1.Cl. Product: [CH2:38]([O:45][CH:46]([C:28](=[O:30])[C:27]([O:33][C:34]([CH3:37])([CH3:36])[CH3:35])=[O:32])[C:47]([O:49][CH3:50])=[O:48])[C:39]1[CH:44]=[CH:43][CH:42]=[CH:41][CH:40]=1. The catalyst class is: 7. (7) Reactant: [CH3:1][O:2][C:3]1[CH:8]=[CH:7][C:6]([C:9]([F:12])([F:11])[F:10])=[CH:5][C:4]=1[N:13]=[C:14]=[O:15].[NH2:16][C:17]1[CH:34]=[CH:33][C:20]([O:21][C:22]2[CH:23]=[C:24]3[C:28](=[CH:29][CH:30]=2)[C:27](=[O:31])[NH:26][C:25]3=[O:32])=[CH:19][CH:18]=1.CO. Product: [CH3:1][O:2][C:3]1[CH:8]=[CH:7][C:6]([C:9]([F:12])([F:11])[F:10])=[CH:5][C:4]=1[NH:13][C:14]([NH:16][C:17]1[CH:18]=[CH:19][C:20]([O:21][C:22]2[CH:23]=[C:24]3[C:28](=[CH:29][CH:30]=2)[C:27](=[O:31])[NH:26][C:25]3=[O:32])=[CH:33][CH:34]=1)=[O:15]. The catalyst class is: 2. (8) Reactant: [I-].[CH3:2][O:3][C:4]1[CH:13]=[C:12]2[C:7]([CH:8]=[CH:9][CH:10]=[N+:11]2[CH2:14][CH:15]=[CH2:16])=[CH:6][CH:5]=1.[OH-].[K+].[O:19]1CCOCC1. Product: [CH3:2][O:3][C:4]1[CH:13]=[C:12]2[C:7]([CH:8]=[CH:9][C:10](=[O:19])[N:11]2[CH2:14][CH:15]=[CH2:16])=[CH:6][CH:5]=1. The catalyst class is: 238.